This data is from Peptide-MHC class II binding affinity with 134,281 pairs from IEDB. The task is: Regression. Given a peptide amino acid sequence and an MHC pseudo amino acid sequence, predict their binding affinity value. This is MHC class II binding data. The peptide sequence is DKGPGFVVTGRVYCD. The MHC is HLA-DQA10201-DQB10202 with pseudo-sequence HLA-DQA10201-DQB10202. The binding affinity (normalized) is 0.626.